From a dataset of Peptide-MHC class II binding affinity with 134,281 pairs from IEDB. Regression. Given a peptide amino acid sequence and an MHC pseudo amino acid sequence, predict their binding affinity value. This is MHC class II binding data. The peptide sequence is VDGIIQQLPETYFTQ. The MHC is DRB1_0101 with pseudo-sequence DRB1_0101. The binding affinity (normalized) is 0.802.